Dataset: Catalyst prediction with 721,799 reactions and 888 catalyst types from USPTO. Task: Predict which catalyst facilitates the given reaction. (1) Reactant: [F:1][C:2]([F:23])([F:22])[C:3]1[CH:17]=[C:16]([C:18]([F:21])([F:20])[F:19])[CH:15]=[CH:14][C:4]=1[CH2:5][N:6]1[CH2:11][CH2:10][CH:9]([CH:12]=O)[CH2:8][CH2:7]1.[O:24]=[C:25]1[N:29]=[C:28]([NH:30][C@H:31]2[C@H:36]([OH:37])[CH2:35][O:34][CH2:33][CH2:32]2)[CH2:27][S:26]1.C([O-])(=O)C.[NH2+]1CCCCC1. Product: [F:23][C:2]([F:1])([F:22])[C:3]1[CH:17]=[C:16]([C:18]([F:21])([F:20])[F:19])[CH:15]=[CH:14][C:4]=1[CH2:5][N:6]1[CH2:11][CH2:10][CH:9](/[CH:12]=[C:27]2/[C:28]([NH:30][C@H:31]3[C@H:36]([OH:37])[CH2:35][O:34][CH2:33][CH2:32]3)=[N:29][C:25](=[O:24])[S:26]/2)[CH2:8][CH2:7]1. The catalyst class is: 41. (2) Reactant: [BrH:1].[CH:2]([C:4]1[CH:13]=[CH:12][C:11]2[C:6](=[CH:7][CH:8]=[CH:9][CH:10]=2)[CH:5]=1)=[CH2:3]. Product: [Br:1][CH:2]([C:4]1[CH:13]=[CH:12][C:11]2[C:6](=[CH:7][CH:8]=[CH:9][CH:10]=2)[CH:5]=1)[CH3:3]. The catalyst class is: 48.